This data is from Full USPTO retrosynthesis dataset with 1.9M reactions from patents (1976-2016). The task is: Predict the reactants needed to synthesize the given product. (1) The reactants are: [CH3:1][O:2][C:3]([N:5]1[CH2:14][CH2:13][C:12]2[C:7](=[CH:8][CH:9]=[CH:10][C:11]=2[N:15]([CH2:22][C:23](=[O:37])[N:24]([CH2:30][C:31]2[CH:36]=[CH:35][CH:34]=[CH:33][CH:32]=2)[CH2:25][CH2:26][N:27]([CH3:29])[CH3:28])C(=O)C(F)(F)F)[CH:6]1C)=[O:4].C([O-])([O-])=O.[K+].[K+]. Given the product [CH3:1][O:2][C:3]([N:5]1[CH2:14][CH2:13][C:12]2[C:7](=[CH:8][CH:9]=[CH:10][C:11]=2[NH:15][CH2:22][C:23](=[O:37])[N:24]([CH2:30][C:31]2[CH:32]=[CH:33][CH:34]=[CH:35][CH:36]=2)[CH2:25][CH2:26][N:27]([CH3:28])[CH3:29])[CH2:6]1)=[O:4], predict the reactants needed to synthesize it. (2) Given the product [C:1](=[O:3])([OH:4])[NH2:2].[F:28][C:10]1([OH:23])[C:9]2[O:29][C@@H:6]3[C@@:7]45[CH2:22][CH2:21][N:19]([CH3:20])[C@@H:15]([C@@H:16]4[CH:17]=[CH:18][C@@H:5]3[OH:4])[CH2:14][C:13]([C:8]5=2)=[CH:12][CH2:11]1, predict the reactants needed to synthesize it. The reactants are: [C:1]([O:4][C@@:5]1(C(C)(C)C)[CH:18]=[CH:17][C@@H:16]2[C@@:7]34[CH2:22][CH2:21][N:19]([CH3:20])[C@@H:15]2[CH2:14][C:13]2[C:8]3=[C:9]([O:29][C@@H:6]14)[C:10]([F:28])([O:23]O[SiH](C)C)[CH2:11][CH:12]=2)(=[O:3])[NH2:2].CCCC[N+](CCCC)(CCCC)CCCC.[F-]. (3) Given the product [ClH:17].[Cl:17][C:12]1[CH:11]=[C:10]([CH:15]=[CH:14][C:13]=1[F:16])[C:9]([NH:8][C@H:5]1[CH2:4][CH2:3][C@@H:2]([NH:1][C:20]2[CH:25]=[C:24]([CH3:26])[C:23]([CH3:27])=[CH:22][N:21]=2)[CH2:7][CH2:6]1)=[O:18], predict the reactants needed to synthesize it. The reactants are: [NH2:1][C@@H:2]1[CH2:7][CH2:6][C@H:5]([NH:8][C:9](=[O:18])[C:10]2[CH:15]=[CH:14][C:13]([F:16])=[C:12]([Cl:17])[CH:11]=2)[CH2:4][CH2:3]1.Cl[C:20]1[CH:25]=[C:24]([CH3:26])[C:23]([CH3:27])=[CH:22][N:21]=1. (4) Given the product [Cl:1][C:2]1[CH:7]=[CH:6][C:5]([C:8]2[C:14]3[CH:15]=[CH:16][CH:17]=[CH:18][C:13]=3[N:12]3[C:20]([CH3:21])=[N:23][N:24]=[C:11]3[CH2:10][CH:9]=2)=[CH:4][CH:3]=1, predict the reactants needed to synthesize it. The reactants are: [Cl:1][C:2]1[CH:7]=[CH:6][C:5]([C:8]2[C:14]3[CH:15]=[CH:16][CH:17]=[CH:18][C:13]=3[NH:12][C:11](=S)[CH2:10][CH:9]=2)=[CH:4][CH:3]=1.[C:20]([NH:23][NH2:24])(=O)[CH3:21]. (5) Given the product [CH:13]1([C@H:11]([NH:10][C:9]2[C:4]3[N:5]([CH:19]=[C:2]([N:20]4[CH2:24][CH2:23][CH2:22][C:21]4=[O:25])[CH:3]=3)[N:6]=[CH:7][C:8]=2[C:16]([NH2:18])=[O:17])[CH3:12])[CH2:15][CH2:14]1, predict the reactants needed to synthesize it. The reactants are: Br[C:2]1[CH:3]=[C:4]2[C:9]([NH:10][C@@H:11]([CH:13]3[CH2:15][CH2:14]3)[CH3:12])=[C:8]([C:16]([NH2:18])=[O:17])[CH:7]=[N:6][N:5]2[CH:19]=1.[NH:20]1[CH2:24][CH2:23][CH2:22][C:21]1=[O:25]. (6) Given the product [CH2:1]([NH:8][S:9]([C:12]1[CH:16]=[C:15]([C:17]2[C:19]3[C:20](=[N:21][CH:22]=[CH:23][CH:24]=3)[NH:28][N:27]=2)[NH:14][CH:13]=1)(=[O:11])=[O:10])[C:2]1[CH:7]=[CH:6][CH:5]=[CH:4][CH:3]=1, predict the reactants needed to synthesize it. The reactants are: [CH2:1]([NH:8][S:9]([C:12]1[CH:16]=[C:15]([C:17]([C:19]2[C:20](Cl)=[N:21][CH:22]=[CH:23][CH:24]=2)=O)[NH:14][CH:13]=1)(=[O:11])=[O:10])[C:2]1[CH:7]=[CH:6][CH:5]=[CH:4][CH:3]=1.O.[NH2:27][NH2:28]. (7) The reactants are: CC(N(C)C)=O.Cl[C:8]1[N:13]=[CH:12][CH:11]=[CH:10][N:9]=1.[H-].[Na+].[Br:16][C:17]1[CH:23]=[CH:22][C:20]([NH2:21])=[C:19]([F:24])[CH:18]=1. Given the product [Br:16][C:17]1[CH:23]=[CH:22][C:20]([NH:21][C:8]2[N:13]=[CH:12][CH:11]=[CH:10][N:9]=2)=[C:19]([F:24])[CH:18]=1, predict the reactants needed to synthesize it.